Dataset: Full USPTO retrosynthesis dataset with 1.9M reactions from patents (1976-2016). Task: Predict the reactants needed to synthesize the given product. (1) Given the product [CH2:24]([C:23]1([CH:18]2[CH2:22][CH2:21][CH2:20][CH2:19]2)[O:28][C:6](=[O:5])[CH:7]([Cl:11])[C:8](=[O:9])[CH2:10]1)[CH2:25][C:26]#[CH:27], predict the reactants needed to synthesize it. The reactants are: [H-].[Na+].C([O:5][C:6](=O)[CH:7]([Cl:11])[C:8]([CH3:10])=[O:9])C.C([Li])CCC.[CH:18]1([C:23](=[O:28])[CH2:24][CH2:25][C:26]#[CH:27])[CH2:22][CH2:21][CH2:20][CH2:19]1. (2) Given the product [F:19][C:20]([F:31])([F:30])[C:21]1[CH:26]=[CH:25][C:24]([C:2]2[CH:10]=[CH:9][C:5]([C:6]([OH:8])=[O:7])=[CH:4][CH:3]=2)=[CH:23][CH:22]=1, predict the reactants needed to synthesize it. The reactants are: Br[C:2]1[CH:10]=[CH:9][C:5]([C:6]([OH:8])=[O:7])=[CH:4][CH:3]=1.C([O-])([O-])=O.[Na+].[Na+].[Cl-].[Li+].[F:19][C:20]([F:31])([F:30])[C:21]1[CH:26]=[CH:25][C:24](B(O)O)=[CH:23][CH:22]=1. (3) Given the product [C:14]([O:13][C:11](=[O:12])[NH:18][CH:19]([C:27](=[O:28])[NH:1][CH:2]1[C:9]2[CH:8]=[CH:7][S:6][C:5]=2[CH2:4][CH:3]1[OH:10])[CH2:20][C:21]1[CH:22]=[CH:23][CH:24]=[CH:25][CH:26]=1)([CH3:15])([CH3:17])[CH3:16], predict the reactants needed to synthesize it. The reactants are: [NH2:1][C@@H:2]1[C:9]2[CH:8]=[CH:7][S:6][C:5]=2[CH2:4][C@@H:3]1[OH:10].[C:11]([NH:18][C@H:19]([C:27](O)=[O:28])[CH2:20][C:21]1[CH:26]=[CH:25][CH:24]=[CH:23][CH:22]=1)([O:13][C:14]([CH3:17])([CH3:16])[CH3:15])=[O:12].CCN=C=NCCCN(C)C.C(O)(=O)CC(CC(O)=O)(C(O)=O)O.